Dataset: Full USPTO retrosynthesis dataset with 1.9M reactions from patents (1976-2016). Task: Predict the reactants needed to synthesize the given product. (1) The reactants are: [CH2:1]([O:4][C:5]([C@@H:7]1[CH2:12][CH2:11][N:10]([CH2:13][C:14]2[CH:23]=[CH:22][CH:21]=[C:20]3[C:15]=2[C:16](SC)=[N:17][CH:18]=[N:19]3)[CH2:9][C@@H:8]1[C:26]([O:28][CH3:29])=[O:27])=[O:6])[CH:2]=[CH2:3].[C:30]([C:32]1[CH:33]=[C:34]([CH:36]=[CH:37][CH:38]=1)[NH2:35])#[CH:31].C(OC([C@@H]1CCN(CC2C=CC=C3C=2C(NC2C=CC=C(OC)C=2)=NC=N3)C[C@@H]1C(OC)=O)=O)C=C. Given the product [CH2:1]([O:4][C:5]([C@@H:7]1[CH2:12][CH2:11][N:10]([CH2:13][C:14]2[CH:23]=[CH:22][CH:21]=[C:20]3[C:15]=2[C:16]([NH:35][C:34]2[CH:36]=[CH:37][CH:38]=[C:32]([C:30]#[CH:31])[CH:33]=2)=[N:17][CH:18]=[N:19]3)[CH2:9][C@@H:8]1[C:26]([O:28][CH3:29])=[O:27])=[O:6])[CH:2]=[CH2:3], predict the reactants needed to synthesize it. (2) The reactants are: [F:1][C:2]1[CH:3]=[N:4][CH:5]=[CH:6][C:7]=1I.[C:9]([O:13][C:14]([N:16]1[CH2:20][C@H:19]([O:21][CH2:22][C:23]#[CH:24])[C@@H:18]([N:25]=[N+:26]=[N-:27])[CH2:17]1)=[O:15])([CH3:12])([CH3:11])[CH3:10].O. Given the product [C:9]([O:13][C:14]([N:16]1[CH2:20][C@H:19]([O:21][CH2:22][C:23]#[C:24][C:7]2[CH:6]=[CH:5][N:4]=[CH:3][C:2]=2[F:1])[C@@H:18]([N:25]=[N+:26]=[N-:27])[CH2:17]1)=[O:15])([CH3:12])([CH3:10])[CH3:11], predict the reactants needed to synthesize it. (3) Given the product [Cl:1][C:2]1[CH:7]=[CH:6][C:5]([NH:8][C:9]([NH:30][C:29]2[CH:28]=[CH:27][C:26]([O:25][C:23]3[CH:22]=[CH:21][N:20]=[C:19]([C:17](=[O:18])[NH:16][CH3:15])[CH:24]=3)=[CH:32][CH:31]=2)=[O:10])=[CH:4][C:3]=1[C:11]([F:12])([F:13])[F:14], predict the reactants needed to synthesize it. The reactants are: [Cl:1][C:2]1[CH:7]=[CH:6][C:5]([N:8]=[C:9]=[O:10])=[CH:4][C:3]=1[C:11]([F:14])([F:13])[F:12].[CH3:15][NH:16][C:17]([C:19]1[CH:24]=[C:23]([O:25][C:26]2[CH:32]=[CH:31][C:29]([NH2:30])=[CH:28][CH:27]=2)[CH:22]=[CH:21][N:20]=1)=[O:18].